Dataset: Reaction yield outcomes from USPTO patents with 853,638 reactions. Task: Predict the reaction yield, written as a fraction of the theoretical maximum amount of product (1.0 means a 100% yield; for example, 0.34 means a 34% yield). The reactants are C[O:2][C:3](=[O:24])[C:4]1[CH:9]=[CH:8][C:7]([O:10][CH2:11][C:12]2[C:13]([C:18]3[CH:23]=[CH:22][CH:21]=[CH:20][CH:19]=3)=[N:14][O:15][C:16]=2[CH3:17])=[N:6][CH:5]=1.[OH-].[Na+]. The catalyst is C(O)C. The product is [CH3:17][C:16]1[O:15][N:14]=[C:13]([C:18]2[CH:19]=[CH:20][CH:21]=[CH:22][CH:23]=2)[C:12]=1[CH2:11][O:10][C:7]1[CH:8]=[CH:9][C:4]([C:3]([OH:24])=[O:2])=[CH:5][N:6]=1. The yield is 0.450.